From a dataset of Reaction yield outcomes from USPTO patents with 853,638 reactions. Predict the reaction yield, written as a fraction of the theoretical maximum amount of product (1.0 means a 100% yield; for example, 0.34 means a 34% yield). (1) The reactants are Cl[C:2]1[CH:10]=[CH:9][C:8]([Cl:11])=[CH:7][C:3]=1[C:4]([OH:6])=[O:5].[NH2:12][C:13]1[CH:18]=[CH:17][C:16]([CH2:19][C:20]([OH:22])=[O:21])=[CH:15][CH:14]=1.C(=O)([O-])[O-].[Na+].[Na+].C(O)CCC. The catalyst is [Cu].CO.O. The product is [C:20]([CH2:19][C:16]1[CH:17]=[CH:18][C:13]([NH:12][C:2]2[CH:10]=[CH:9][C:8]([Cl:11])=[CH:7][C:3]=2[C:4]([OH:6])=[O:5])=[CH:14][CH:15]=1)([OH:22])=[O:21]. The yield is 0.350. (2) The reactants are Cl[C:2]1[C:11]2[C:6](=[CH:7][C:8]([F:12])=[CH:9][CH:10]=2)[N:5]=[C:4]([C:13]([C:15]2[CH:20]=[CH:19][C:18]([F:21])=[CH:17][CH:16]=2)=[O:14])[N:3]=1.[CH3:22][C:23]1[NH:27][N:26]=[C:25]([NH2:28])[CH:24]=1.CCN(C(C)C)C(C)C.O. The catalyst is CN(C=O)C. The product is [F:12][C:8]1[CH:7]=[C:6]2[C:11]([C:2]([NH:28][C:25]3[CH:24]=[C:23]([CH3:22])[NH:27][N:26]=3)=[N:3][C:4]([C:13]([C:15]3[CH:20]=[CH:19][C:18]([F:21])=[CH:17][CH:16]=3)=[O:14])=[N:5]2)=[CH:10][CH:9]=1. The yield is 0.450. (3) The reactants are Br[C:2]1[O:6][C:5]([C:7]2[C:12]([C:13]#[N:14])=[C:11]([C:15]3[CH:20]=[CH:19][C:18]([OH:21])=[CH:17][C:16]=3[F:22])[N:10]=[C:9]3[NH:23][N:24]=[C:25]([CH3:26])[C:8]=23)=[CH:4][CH:3]=1.[CH3:27][N:28]1[CH2:33][CH2:32][N:31]([CH:34]2[CH2:39][CH2:38][NH:37][CH2:36][CH2:35]2)[CH2:30][CH2:29]1. The catalyst is O1CCOCC1. The product is [F:22][C:16]1[CH:17]=[C:18]([OH:21])[CH:19]=[CH:20][C:15]=1[C:11]1[N:10]=[C:9]2[NH:23][N:24]=[C:25]([CH3:26])[C:8]2=[C:7]([C:5]2[O:6][C:2]([N:37]3[CH2:36][CH2:35][CH:34]([N:31]4[CH2:30][CH2:29][N:28]([CH3:27])[CH2:33][CH2:32]4)[CH2:39][CH2:38]3)=[CH:3][CH:4]=2)[C:12]=1[C:13]#[N:14]. The yield is 0.510. (4) The reactants are [CH3:1][S:2]([C:5]1[CH:10]=[CH:9][CH:8]=[CH:7][CH:6]=1)(=[O:4])=[O:3].C([Li])CCC.CN1CCCC1=O.[CH3:23][O:24][C:25](=O)[CH2:26][O:27]C. The catalyst is C1COCC1. The product is [C:5]1([S:2]([CH2:1][C:26](=[O:27])[CH2:25][O:24][CH3:23])(=[O:4])=[O:3])[CH:10]=[CH:9][CH:8]=[CH:7][CH:6]=1. The yield is 0.550. (5) The reactants are Cl.[CH3:2][O:3][C:4]1[CH:9]=[C:8]([CH3:10])[NH:7][C:6](=[O:11])[C:5]=1[CH2:12][NH:13][C:14]([C:16]1[C:24]2[C:19](=[CH:20][CH:21]=[CH:22][CH:23]=2)[N:18]([CH:25]([CH:27]2[CH2:32][CH2:31][NH:30][CH2:29][CH2:28]2)[CH3:26])[C:17]=1[CH3:33])=[O:15].[CH2:34]1[CH2:38]OC[CH2:35]1.CC(=O)C.C(O[BH-](OC(=O)C)OC(=O)C)(=O)C.[Na+]. No catalyst specified. The product is [CH:34]([N:30]1[CH2:29][CH2:28][CH:27]([CH:25]([N:18]2[C:19]3[C:24](=[CH:23][CH:22]=[CH:21][CH:20]=3)[C:16]([C:14]([NH:13][CH2:12][C:5]3[C:6](=[O:11])[NH:7][C:8]([CH3:10])=[CH:9][C:4]=3[O:3][CH3:2])=[O:15])=[C:17]2[CH3:33])[CH3:26])[CH2:32][CH2:31]1)([CH3:38])[CH3:35]. The yield is 0.310.